This data is from Catalyst prediction with 721,799 reactions and 888 catalyst types from USPTO. The task is: Predict which catalyst facilitates the given reaction. (1) Reactant: [CH3:1][C:2]1[CH:7]=[C:6]([CH3:8])[N:5]2[N:9]=[C:10]([OH:18])[C:11]([C:12]3[CH:17]=[CH:16][CH:15]=[CH:14][CH:13]=3)=[C:4]2[N:3]=1.C(N(CC)CC)C.[F:26][C:27]([F:40])([F:39])[S:28](O[S:28]([C:27]([F:40])([F:39])[F:26])(=[O:30])=[O:29])(=[O:30])=[O:29].O. Product: [F:26][C:27]([F:40])([F:39])[S:28]([O:18][C:10]1[C:11]([C:12]2[CH:13]=[CH:14][CH:15]=[CH:16][CH:17]=2)=[C:4]2[N:3]=[C:2]([CH3:1])[CH:7]=[C:6]([CH3:8])[N:5]2[N:9]=1)(=[O:30])=[O:29]. The catalyst class is: 2. (2) Reactant: [C:1]([O:5][C:6]([N:8]1[CH2:15][CH2:14][CH:13]2[NH:16][CH:10]([CH2:11][CH2:12]2)[CH2:9]1)=[O:7])([CH3:4])([CH3:3])[CH3:2].C(N(C(C)C)CC)(C)C.[C:26](O[C:26](=[O:29])[CH2:27][CH3:28])(=[O:29])[CH2:27][CH3:28]. Product: [C:1]([O:5][C:6]([N:8]1[CH2:15][CH2:14][CH:13]2[N:16]([C:26](=[O:29])[CH2:27][CH3:28])[CH:10]([CH2:11][CH2:12]2)[CH2:9]1)=[O:7])([CH3:4])([CH3:2])[CH3:3]. The catalyst class is: 1. (3) Reactant: [Br:1][C:2]1[CH:3]=[CH:4][C:5]([C:8]([OH:10])=O)=[N:6][CH:7]=1.[CH2:11]1[C:19]2[C:14](=[CH:15][CH:16]=[CH:17][CH:18]=2)[CH2:13][CH:12]1[NH:20][C:21]1[N:22]=[CH:23][C:24]2[CH2:30][NH:29][CH2:28][CH2:27][C:25]=2[N:26]=1.Cl.CN(C)CCCN=C=NCC.N1C=CC(N)=CC=1. Product: [Br:1][C:2]1[CH:3]=[CH:4][C:5]([C:8]([N:29]2[CH2:28][CH2:27][C:25]3[N:26]=[C:21]([NH:20][CH:12]4[CH2:11][C:19]5[C:14](=[CH:15][CH:16]=[CH:17][CH:18]=5)[CH2:13]4)[N:22]=[CH:23][C:24]=3[CH2:30]2)=[O:10])=[N:6][CH:7]=1. The catalyst class is: 4. (4) Reactant: [C:1]([O:5][C:6]([N:8]1[C:16]2[C:11](=[CH:12][C:13]([O:17]CC3C=CC=CC=3)=[CH:14][CH:15]=2)[C:10]([NH:25][C:26](=[O:53])[C:27]2[CH:32]=[CH:31][C:30]([N:33]3[CH2:38][CH2:37][N:36]([CH3:39])[CH2:35][CH2:34]3)=[CH:29][C:28]=2[N:40]([CH:47]2[CH2:52][CH2:51][O:50][CH2:49][CH2:48]2)[C:41](=[O:46])[C:42]([F:45])([F:44])[F:43])=[N:9]1)=[O:7])([CH3:4])([CH3:3])[CH3:2].C1CCCCC=1. Product: [C:1]([O:5][C:6]([N:8]1[C:16]2[C:11](=[CH:12][C:13]([OH:17])=[CH:14][CH:15]=2)[C:10]([NH:25][C:26](=[O:53])[C:27]2[CH:32]=[CH:31][C:30]([N:33]3[CH2:38][CH2:37][N:36]([CH3:39])[CH2:35][CH2:34]3)=[CH:29][C:28]=2[N:40]([CH:47]2[CH2:52][CH2:51][O:50][CH2:49][CH2:48]2)[C:41](=[O:46])[C:42]([F:43])([F:44])[F:45])=[N:9]1)=[O:7])([CH3:4])([CH3:2])[CH3:3]. The catalyst class is: 505.